From a dataset of Catalyst prediction with 721,799 reactions and 888 catalyst types from USPTO. Predict which catalyst facilitates the given reaction. (1) Reactant: C(Cl)CCl.[OH:5][CH2:6][C:7]([O:9][CH2:10][C:11]1[CH:16]=[CH:15][CH:14]=[CH:13][CH:12]=1)=[O:8].[CH:17]1([CH2:20][O:21][C:22]2[CH:30]=[CH:29][C:25]([C:26](O)=[O:27])=[CH:24][C:23]=2[CH:31]=[O:32])[CH2:19][CH2:18]1. Product: [CH:17]1([CH2:20][O:21][C:22]2[CH:30]=[CH:29][C:25]([C:26]([O:5][CH2:6][C:7]([O:9][CH2:10][C:11]3[CH:16]=[CH:15][CH:14]=[CH:13][CH:12]=3)=[O:8])=[O:27])=[CH:24][C:23]=2[CH:31]=[O:32])[CH2:19][CH2:18]1. The catalyst class is: 79. (2) The catalyst class is: 9. Reactant: N.O[N:3]1C2C=CC=CC=2N=N1.Cl.CN(C)CCCN=C=NCC.[NH:24]1[C:32]2[C:27](=[CH:28][C:29]([NH:33][C:34]3[CH:42]=[CH:41][CH:40]=[CH:39][C:35]=3[C:36](O)=[O:37])=[CH:30][CH:31]=2)[CH:26]=[N:25]1.C(=O)([O-])O.[Na+]. Product: [NH:24]1[C:32]2[C:27](=[CH:28][C:29]([NH:33][C:34]3[CH:42]=[CH:41][CH:40]=[CH:39][C:35]=3[C:36]([NH2:3])=[O:37])=[CH:30][CH:31]=2)[CH:26]=[N:25]1. (3) Reactant: [NH2:1][C:2]1[CH:7]=[CH:6][C:5]([N:8]2[CH2:12][CH2:11][O:10][C:9]2=[O:13])=[CH:4][CH:3]=1.C(O[CH:17]=[C:18]([C:24](=[O:31])[NH:25][C:26](OCC)=[O:27])[C:19]([O:21][CH2:22][CH3:23])=[O:20])C.CC(C)([O-])C.[K+].Cl. Product: [O:27]=[C:26]1[NH:25][C:24](=[O:31])[C:18]([C:19]([O:21][CH2:22][CH3:23])=[O:20])=[CH:17][N:1]1[C:2]1[CH:3]=[CH:4][C:5]([N:8]2[CH2:12][CH2:11][O:10][C:9]2=[O:13])=[CH:6][CH:7]=1. The catalyst class is: 621. (4) Reactant: C([O:4][C@@H:5]([C@@H:12]([N:16]([CH2:24][C:25]1[CH:30]=[CH:29][CH:28]=[CH:27][CH:26]=1)[CH2:17][C:18]1[CH:23]=[CH:22][CH:21]=[CH:20][CH:19]=1)[CH2:13][CH2:14][CH3:15])[C:6]([NH:8][CH:9]1[CH2:11][CH2:10]1)=[O:7])(=O)C.[OH-].[Na+]. Product: [CH:9]1([NH:8][C:6](=[O:7])[C@@H:5]([OH:4])[C@@H:12]([N:16]([CH2:24][C:25]2[CH:26]=[CH:27][CH:28]=[CH:29][CH:30]=2)[CH2:17][C:18]2[CH:23]=[CH:22][CH:21]=[CH:20][CH:19]=2)[CH2:13][CH2:14][CH3:15])[CH2:10][CH2:11]1. The catalyst class is: 24. (5) Reactant: [Br:1][C:2]1[CH:3]=[CH:4][C:5]([F:10])=[C:6]([CH:9]=1)[CH:7]=O.[Cl-].[CH3:12][O:13][CH2:14][P+](C1C=CC=CC=1)(C1C=CC=CC=1)C1C=CC=CC=1.CCN(P1(N(C)CCCN1)=NC(C)(C)C)CC. Product: [Br:1][C:2]1[CH:3]=[CH:4][C:5]([F:10])=[C:6]([CH:7]=[CH:12][O:13][CH3:14])[CH:9]=1. The catalyst class is: 26. (6) Reactant: [OH:1][C:2]1[CH:3]=[C:4]([CH:7]=[CH:8][CH:9]=1)[CH:5]=[O:6].C([O-])(=O)C.[Na+].[Br:15]Br. Product: [Br:15][C:3]1[C:2]([OH:1])=[CH:9][CH:8]=[CH:7][C:4]=1[CH:5]=[O:6]. The catalyst class is: 180. (7) Reactant: [N:1]([CH2:4][CH2:5][CH2:6][C:7]1([C:26]2[CH:31]=[CH:30][CH:29]=[CH:28][CH:27]=2)[N:11]([C:12]2[S:13][C:14]([Br:17])=[N:15][N:16]=2)[N:10]=[C:9]([C:18]2[CH:23]=[C:22]([F:24])[CH:21]=[CH:20][C:19]=2[F:25])[S:8]1)=[N+]=[N-].O.C1(P(C2C=CC=CC=2)C2C=CC=CC=2)C=CC=CC=1. Product: [Br:17][C:14]1[S:13][C:12]([N:11]2[N:10]=[C:9]([C:18]3[CH:23]=[C:22]([F:24])[CH:21]=[CH:20][C:19]=3[F:25])[S:8][C:7]2([CH2:6][CH2:5][CH2:4][NH2:1])[C:26]2[CH:31]=[CH:30][CH:29]=[CH:28][CH:27]=2)=[N:16][N:15]=1. The catalyst class is: 1. (8) Reactant: [C:1]([O:5][C:6](=[O:28])[NH:7][CH2:8][CH2:9][NH:10][CH2:11][C:12]1[CH:17]=[CH:16][C:15]([O:18][CH2:19][C:20]2[CH:25]=[CH:24][CH:23]=[CH:22][CH:21]=2)=[C:14]([O:26][CH3:27])[CH:13]=1)([CH3:4])([CH3:3])[CH3:2].C(N(CC)CC)C.[F:36][C:37]1[CH:45]=[CH:44][C:40]([C:41](Cl)=[O:42])=[CH:39][CH:38]=1. Product: [CH2:19]([O:18][C:15]1[CH:16]=[CH:17][C:12]([CH2:11][N:10]([C:41](=[O:42])[C:40]2[CH:44]=[CH:45][C:37]([F:36])=[CH:38][CH:39]=2)[CH2:9][CH2:8][NH:7][C:6](=[O:28])[O:5][C:1]([CH3:4])([CH3:3])[CH3:2])=[CH:13][C:14]=1[O:26][CH3:27])[C:20]1[CH:21]=[CH:22][CH:23]=[CH:24][CH:25]=1. The catalyst class is: 4. (9) Reactant: [Cl:1][C:2]1[CH:7]=[C:6]([C:8]([F:11])([F:10])[F:9])[CH:5]=[CH:4][C:3]=1[C:12]#[C:13][C:14]([OH:16])=[O:15].[CH2:17]1[C:26]2[C:21](=[CH:22][CH:23]=[CH:24][CH:25]=2)[CH2:20][CH2:19][N:18]1[CH2:27][CH2:28][O:29][C:30]1[CH:35]=[CH:34][C:33]([NH2:36])=[CH:32][C:31]=1[O:37][CH3:38]. The catalyst class is: 98. Product: [CH:14]([OH:16])=[O:15].[CH2:17]1[C:26]2[C:21](=[CH:22][CH:23]=[CH:24][CH:25]=2)[CH2:20][CH2:19][N:18]1[CH2:27][CH2:28][O:29][C:30]1[CH:35]=[CH:34][C:33]([NH:36][C:14](=[O:16])[C:13]#[C:12][C:3]2[CH:4]=[CH:5][C:6]([C:8]([F:9])([F:10])[F:11])=[CH:7][C:2]=2[Cl:1])=[CH:32][C:31]=1[O:37][CH3:38].